Dataset: Forward reaction prediction with 1.9M reactions from USPTO patents (1976-2016). Task: Predict the product of the given reaction. (1) Given the reactants [Si:1]([O:8][C@H:9]1[CH2:17][CH2:16][CH2:15][C@@:14]2([CH3:18])[C@H:10]1[CH2:11][CH2:12][C@@H:13]2[C@@H:19]([CH2:22][CH2:23][CH2:24][C:25]([CH3:28])([OH:27])[CH3:26])[CH2:20]O)([C:4]([CH3:7])([CH3:6])[CH3:5])([CH3:3])[CH3:2].[C:29]1([S:35]C2C=CC=CC=2)[CH:34]=[CH:33][CH:32]=[CH:31][CH:30]=1.C(P(CCCC)CCCC)CCC, predict the reaction product. The product is: [C:4]([Si:1]([CH3:2])([CH3:3])[O:8][C@H:9]1[CH2:17][CH2:16][CH2:15][C@@:14]2([CH3:18])[C@H:10]1[CH2:11][CH2:12][C@@H:13]2[C@H:19]([CH2:20][S:35][C:29]1[CH:34]=[CH:33][CH:32]=[CH:31][CH:30]=1)[CH2:22][CH2:23][CH2:24][C:25]([CH3:28])([OH:27])[CH3:26])([CH3:6])([CH3:5])[CH3:7]. (2) Given the reactants [NH2:1][C:2]1[CH:7]=[CH:6][C:5]([C:8]2[CH:9]=[C:10]3[C:14](=[CH:15][CH:16]=2)[CH2:13][N:12]([CH:17]([CH:22]([CH3:24])[CH3:23])[C:18]([O:20][CH3:21])=[O:19])[CH2:11]3)=[CH:4][CH:3]=1.[F:25][C:26]([F:37])([F:36])[C:27]1[CH:32]=[CH:31][CH:30]=[CH:29][C:28]=1[N:33]=[C:34]=[O:35], predict the reaction product. The product is: [CH3:23][CH:22]([CH3:24])[CH:17]([N:12]1[CH2:11][C:10]2[C:14](=[CH:15][CH:16]=[C:8]([C:5]3[CH:4]=[CH:3][C:2]([NH:1][C:34]([NH:33][C:28]4[CH:29]=[CH:30][CH:31]=[CH:32][C:27]=4[C:26]([F:25])([F:36])[F:37])=[O:35])=[CH:7][CH:6]=3)[CH:9]=2)[CH2:13]1)[C:18]([O:20][CH3:21])=[O:19].